Task: Predict the reactants needed to synthesize the given product.. Dataset: Full USPTO retrosynthesis dataset with 1.9M reactions from patents (1976-2016) (1) The reactants are: [Si]([O:8][C@H:9]1[CH2:14][CH2:13][C@H:12]([CH2:15][C@H:16]([NH:30][C:31](=[O:37])[O:32][C:33]([CH3:36])([CH3:35])[CH3:34])[CH2:17][N:18]([C:20]([O:22][CH2:23][C:24]2[CH:29]=[CH:28][CH:27]=[CH:26][CH:25]=2)=[O:21])[CH3:19])[CH2:11][CH2:10]1)(C(C)(C)C)(C)C.[N+](CCCC)(CCCC)(CCCC)CCCC.[F-].C1COCC1. Given the product [OH:8][C@H:9]1[CH2:14][CH2:13][C@H:12]([CH2:15][C@H:16]([NH:30][C:31](=[O:37])[O:32][C:33]([CH3:35])([CH3:34])[CH3:36])[CH2:17][N:18]([C:20]([O:22][CH2:23][C:24]2[CH:25]=[CH:26][CH:27]=[CH:28][CH:29]=2)=[O:21])[CH3:19])[CH2:11][CH2:10]1, predict the reactants needed to synthesize it. (2) Given the product [CH2:1]([C:4]1[N:13]=[C:12]([OH:33])[C:11]2[C:6](=[CH:7][C:8]([O:30][CH3:31])=[C:9]([O:28][CH3:29])[CH:10]=2)[N:5]=1)[CH3:2], predict the reactants needed to synthesize it. The reactants are: [CH:1]1([C:4]2[N:13]=[C:12](N3CCN(C4C=CC=CC=4OC)CC3)[C:11]3[C:6](=[CH:7][C:8]([O:30][CH3:31])=[C:9]([O:28][CH3:29])[CH:10]=3)[N:5]=2)C[CH2:2]1.C[O:33]C1C=C(C(OC)=O)C(N)=CC=1OC.C(#N)CC.Cl.